Dataset: Experimentally validated miRNA-target interactions with 360,000+ pairs, plus equal number of negative samples. Task: Binary Classification. Given a miRNA mature sequence and a target amino acid sequence, predict their likelihood of interaction. (1) The miRNA is hsa-miR-425-3p with sequence AUCGGGAAUGUCGUGUCCGCCC. The protein sequence of the target gene is MGVKKKKEMQVAALTICHQDLETLKSFADVEGKNLASLLLHCVQLTDGVSQIHYIKQIVPLLEKADKNGMCDPTIQSCLDILAGIYLSLSLKNPLKKVLASSLNSLPDFFLPEAMHRFTSRLQEELNTTDLYSYRKVTDNISSCMENFNLGRASVNNLLKNVLHFLQKSLIEILEENRKCAGNHIIQTQLMNDLLVGIRVSMMLVQKVQDFQGNLWKTSDSPIWQNMCGLLSIFTKVLSDDDLLQTVQSTSGLAIILFIKTMFHPSEKIPHLISSVLLRSVDCTSVPEWFMSSCRSLCCG.... Result: 0 (no interaction). (2) The miRNA is hsa-miR-215-5p with sequence AUGACCUAUGAAUUGACAGAC. The protein sequence of the target gene is MEGPSLRGPALRLAGLPTQQDCNIQEKIDLEIRMREGIWKLLSLSTQKDQVLHAVKNLMVCNARLMAYTSELQKLEEQIANQTGRCDVKFESKERTACKGKIAISDIRIPLMWKDSDHFSNKERSRRYAIFCLFKMGANVFDTDVVNVDKTITDICFENVTIFNEAGPDFQIKVEVYSCCTEESSITNTPKKLAKKLKTSISKATGKKISSVLQEEDDEMCLLLSSAVFGVKYNLLAHTTLTLESAEDSFKTHNLSINGNEESSFWLPLYGNMCCRLVAQPACMAEDAFAGFLNQQQMVE.... Result: 1 (interaction). (3) The miRNA is dme-miR-314-3p with sequence UAUUCGAGCCAAUAAGUUCGG. The protein sequence of the target gene is MGKGGNQGEGAAEREVSVPTFSWEEIQKHNLRTDRWLVIDRKVYNITKWSIQHPGGQRVIGHYAGEDATDAFRAFHPDLEFVGKFLKPLLIGELAPEEPSQDHGKNSKITEDFRALRKTAEDMNLFKTNHVFFLLLLAHIIALESIAWFTVFYFGNGWIPTLITAFVLATSQAQAGWLQHDYGHLSVYRKPKWNHLVHKFVIGHLKGASANWWNHRHFQHHAKPNIFHKDPDVNMLHVFVLGEWQPIEYGKKKLKYLPYNHQHEYFFLIGPPLLIPMYFQYQIIMTMIVHKNWVDLAWAV.... Result: 0 (no interaction).